Dataset: Forward reaction prediction with 1.9M reactions from USPTO patents (1976-2016). Task: Predict the product of the given reaction. (1) Given the reactants [CH2:1]([NH:3][C:4]([N:6]1[C:14]2[C:9](=[CH:10][C:11]([O:15][C:16]3[CH:21]=[CH:20][N:19]=[C:18]([NH:22][C:23](=[O:31])OC4C=CC=CC=4)[N:17]=3)=[CH:12][CH:13]=2)[CH:8]=[CH:7]1)=[O:5])[CH3:2].C(N(CC)CC)C.Cl.[O:40]([NH2:42])[CH3:41], predict the reaction product. The product is: [CH2:1]([NH:3][C:4]([N:6]1[C:14]2[C:9](=[CH:10][C:11]([O:15][C:16]3[CH:21]=[CH:20][N:19]=[C:18]([NH:22][C:23]([NH:42][O:40][CH3:41])=[O:31])[N:17]=3)=[CH:12][CH:13]=2)[CH:8]=[CH:7]1)=[O:5])[CH3:2]. (2) Given the reactants Br[C:2]1[CH:3]=[C:4]([O:11][CH2:12][CH3:13])[C:5]([OH:10])=[C:6]([CH:9]=1)[CH:7]=[O:8].[O:14]1[CH:18]=[CH:17][C:16](B(O)O)=[CH:15]1, predict the reaction product. The product is: [CH2:12]([O:11][C:4]1[C:5]([OH:10])=[C:6]([CH:9]=[C:2]([C:16]2[CH:17]=[CH:18][O:14][CH:15]=2)[CH:3]=1)[CH:7]=[O:8])[CH3:13].